Dataset: Full USPTO retrosynthesis dataset with 1.9M reactions from patents (1976-2016). Task: Predict the reactants needed to synthesize the given product. (1) Given the product [S:44]([OH:48])([OH:47])(=[O:46])=[O:45].[CH:1]([O:4][C:5]([C:7]1[C@@H:8]([C:35]2[CH:40]=[CH:39][CH:38]=[C:37]([N+:41]([O-:43])=[O:42])[CH:36]=2)[C:9]([C:15]([O:17][CH:18]2[CH2:19][N:20]([CH:22]([C:29]3[CH:34]=[CH:33][CH:32]=[CH:31][CH:30]=3)[C:23]3[CH:28]=[CH:27][CH:26]=[CH:25][CH:24]=3)[CH2:21]2)=[O:16])=[C:10]([NH2:14])[NH:11][C:12]=1[CH3:13])=[O:6])([CH3:3])[CH3:2], predict the reactants needed to synthesize it. The reactants are: [CH:1]([O:4][C:5]([C:7]1[C@@H:8]([C:35]2[CH:40]=[CH:39][CH:38]=[C:37]([N+:41]([O-:43])=[O:42])[CH:36]=2)[C:9]([C:15]([O:17][CH:18]2[CH2:21][N:20]([CH:22]([C:29]3[CH:34]=[CH:33][CH:32]=[CH:31][CH:30]=3)[C:23]3[CH:28]=[CH:27][CH:26]=[CH:25][CH:24]=3)[CH2:19]2)=[O:16])=[C:10]([NH2:14])[NH:11][C:12]=1[CH3:13])=[O:6])([CH3:3])[CH3:2].[S:44](=[O:48])(=[O:47])([OH:46])[OH:45]. (2) Given the product [CH3:1][C:2]1[C:6]([CH2:7][N:8]2[CH:12]=[C:11]([N:13]3[C:28](=[O:29])[NH:27][C:26](=[O:31])[N:16]([CH2:17][CH2:18][C:19]4[CH:20]=[CH:21][CH:22]=[CH:23][CH:24]=4)[C:14]3=[O:15])[CH:10]=[N:9]2)=[C:5]([CH3:25])[O:4][N:3]=1, predict the reactants needed to synthesize it. The reactants are: [CH3:1][C:2]1[C:6]([CH2:7][N:8]2[CH:12]=[C:11]([NH:13][C:14]([NH:16][CH2:17][CH2:18][C:19]3[CH:24]=[CH:23][CH:22]=[CH:21][CH:20]=3)=[O:15])[CH:10]=[N:9]2)=[C:5]([CH3:25])[O:4][N:3]=1.[C:26](=[O:31])=[N:27][C:28](Cl)=[O:29]. (3) Given the product [NH2:1][C:4]1[CH:5]=[CH:6][C:7]([N:10]2[CH2:24][CH2:23][C:13]3([CH2:14][CH:15]([CH2:17][C:18]([O:20][CH2:21][CH3:22])=[O:19])[CH2:16]3)[CH2:12][CH2:11]2)=[N:8][CH:9]=1, predict the reactants needed to synthesize it. The reactants are: [N+:1]([C:4]1[CH:5]=[CH:6][C:7]([N:10]2[CH2:24][CH2:23][C:13]3([CH2:16][C:15](=[CH:17][C:18]([O:20][CH2:21][CH3:22])=[O:19])[CH2:14]3)[CH2:12][CH2:11]2)=[N:8][CH:9]=1)([O-])=O. (4) Given the product [CH:15]1([C@:10]2([C:13]#[N:14])[CH2:11][CH2:12][N:8]([C:6]3[CH:5]=[CH:4][N:3]=[C:2]([NH:19][C:20]4[CH:21]=[CH:22][C:23]([N:26]5[CH2:31][CH2:30][CH2:29][C@H:28]([OH:32])[CH2:27]5)=[CH:24][N:25]=4)[CH:7]=3)[C:9]2=[O:18])[CH2:17][CH2:16]1, predict the reactants needed to synthesize it. The reactants are: Br[C:2]1[CH:7]=[C:6]([N:8]2[CH2:12][CH2:11][C@:10]([CH:15]3[CH2:17][CH2:16]3)([C:13]#[N:14])[C:9]2=[O:18])[CH:5]=[CH:4][N:3]=1.[NH2:19][C:20]1[N:25]=[CH:24][C:23]([N:26]2[CH2:31][CH2:30][CH2:29][C@H:28]([OH:32])[CH2:27]2)=[CH:22][CH:21]=1.C(=O)([O-])[O-].[K+].[K+].C1(P(C2CCCCC2)C2C(OC)=CC=C(OC)C=2C2C(C(C)C)=CC(C(C)C)=CC=2C(C)C)CCCCC1.C(=O)([O-])O.[Na+]. (5) The reactants are: [CH:1]1([CH2:4][NH:5][C:6]2[CH:13]=[CH:12][C:9]([C:10]#[N:11])=[C:8]([C:14]([F:17])([F:16])[F:15])[CH:7]=2)[CH2:3][CH2:2]1.Br[CH2:19][CH2:20][CH2:21][O:22][Si](C(C)(C)C)(C)C. Given the product [CH:1]1([CH2:4][N:5]([CH2:19][CH2:20][CH2:21][OH:22])[C:6]2[CH:13]=[CH:12][C:9]([C:10]#[N:11])=[C:8]([C:14]([F:15])([F:16])[F:17])[CH:7]=2)[CH2:3][CH2:2]1, predict the reactants needed to synthesize it. (6) Given the product [CH3:11][O:10][C:3]1[CH:4]=[C:5]([O:8][CH3:9])[CH:6]=[CH:7][C:2]=1[B:17]([OH:22])[OH:18], predict the reactants needed to synthesize it. The reactants are: Br[C:2]1[CH:7]=[CH:6][C:5]([O:8][CH3:9])=[CH:4][C:3]=1[O:10][CH3:11].C([Li])CCC.[B:17](OC(C)C)([O:22]C(C)C)[O:18]C(C)C.Cl. (7) Given the product [CH3:8][C:6]1[CH:5]=[CH:4][C:3]2[O:9][C:17]([C:16]3[CH:20]=[CH:21][C:13]([N+:10]([O-:12])=[O:11])=[CH:14][CH:15]=3)=[N:1][C:2]=2[CH:7]=1, predict the reactants needed to synthesize it. The reactants are: [NH2:1][C:2]1[CH:7]=[C:6]([CH3:8])[CH:5]=[CH:4][C:3]=1[OH:9].[N+:10]([C:13]1[CH:21]=[CH:20][C:16]([C:17](Cl)=O)=[CH:15][CH:14]=1)([O-:12])=[O:11]. (8) Given the product [NH:8]1[CH2:9][CH2:10][CH:11]([N:14]2[CH2:19][C:18]3[CH:20]=[CH:21][CH:22]=[N:23][C:17]=3[NH:16][C:15]2=[O:24])[CH2:12][CH2:13]1, predict the reactants needed to synthesize it. The reactants are: C1(C[N:8]2[CH2:13][CH2:12][CH:11]([N:14]3[CH2:19][C:18]4[CH:20]=[CH:21][CH:22]=[N:23][C:17]=4[NH:16][C:15]3=[O:24])[CH2:10][CH2:9]2)C=CC=CC=1.[H][H].